This data is from Catalyst prediction with 721,799 reactions and 888 catalyst types from USPTO. The task is: Predict which catalyst facilitates the given reaction. (1) Reactant: C(OC([N:8]1[CH2:11][C:10](=O)[CH2:9]1)=O)(C)(C)C.[C-]#N.[K+].[C:16](=[O:19])([O-])[O-].[NH4+:20].[NH4+:21].[CH2:22]([OH:24])C. Product: [CH2:11]1[C:10]2([NH:21][C:22](=[O:24])[NH:20][C:16]2=[O:19])[CH2:9][NH:8]1. The catalyst class is: 6. (2) Product: [CH2:17]([N:1]1[CH2:6][CH2:5][CH:4]([CH2:7][CH2:8][OH:9])[CH2:3][CH2:2]1)[CH3:18]. The catalyst class is: 3. Reactant: [NH:1]1[CH2:6][CH2:5][CH:4]([CH2:7][CH2:8][OH:9])[CH2:3][CH2:2]1.C(=O)([O-])[O-].[K+].[K+].I[CH2:17][CH3:18]. (3) Reactant: [CH:1]1([NH:4][C:5]2[N:10]3[N:11]=[CH:12][C:13](/[CH:14]=[C:15]4/[C:16](=[O:21])[NH:17][C:18](=[O:20])[NH:19]/4)=[C:9]3[N:8]=[C:7](S(C)(=O)=O)[N:6]=2)[CH2:3][CH2:2]1.C1(NC2N3N=CC(/C=C4/C(=O)NC(=O)N/4)=C3N=C(S(C)=O)N=2)CC1.[Cl:50][C:51]1[CH:52]=[C:53]([CH:55]=[CH:56][CH:57]=1)[NH2:54].CO. Product: [Cl:50][C:51]1[CH:52]=[C:53]([NH:54][C:7]2[N:6]=[C:5]([NH:4][CH:1]3[CH2:3][CH2:2]3)[N:10]3[N:11]=[CH:12][C:13](/[CH:14]=[C:15]4/[C:16](=[O:21])[NH:17][C:18](=[O:20])[NH:19]/4)=[C:9]3[N:8]=2)[CH:55]=[CH:56][CH:57]=1. The catalyst class is: 37.